Dataset: Peptide-MHC class I binding affinity with 185,985 pairs from IEDB/IMGT. Task: Regression. Given a peptide amino acid sequence and an MHC pseudo amino acid sequence, predict their binding affinity value. This is MHC class I binding data. (1) The peptide sequence is ETEQPTLDY. The MHC is HLA-B58:01 with pseudo-sequence HLA-B58:01. The binding affinity (normalized) is 0.0847. (2) The binding affinity (normalized) is 0.489. The MHC is HLA-A03:01 with pseudo-sequence HLA-A03:01. The peptide sequence is RTGTRLLGR. (3) The peptide sequence is FPVKPQVPLR. The MHC is HLA-B45:01 with pseudo-sequence HLA-B45:01. The binding affinity (normalized) is 0. (4) The peptide sequence is KSINKVYGK. The MHC is HLA-A02:01 with pseudo-sequence HLA-A02:01. The binding affinity (normalized) is 0.